Regression. Given a peptide amino acid sequence and an MHC pseudo amino acid sequence, predict their binding affinity value. This is MHC class I binding data. From a dataset of Peptide-MHC class I binding affinity with 185,985 pairs from IEDB/IMGT. (1) The peptide sequence is HPVHAGPIA. The MHC is HLA-A68:01 with pseudo-sequence HLA-A68:01. The binding affinity (normalized) is 0. (2) The peptide sequence is TLKYPIEHGI. The MHC is HLA-A02:03 with pseudo-sequence HLA-A02:03. The binding affinity (normalized) is 0.545. (3) The peptide sequence is INPNMSCDDV. The MHC is H-2-Kb with pseudo-sequence H-2-Kb. The binding affinity (normalized) is 0.400. (4) The peptide sequence is TNLYGFIIK. The MHC is HLA-A31:01 with pseudo-sequence HLA-A31:01. The binding affinity (normalized) is 0. (5) The peptide sequence is NIERQDYRR. The MHC is HLA-A03:01 with pseudo-sequence HLA-A03:01. The binding affinity (normalized) is 0. (6) The peptide sequence is KMKEIAEAY. The MHC is HLA-A29:02 with pseudo-sequence HLA-A29:02. The binding affinity (normalized) is 0.585.